From a dataset of NCI-60 drug combinations with 297,098 pairs across 59 cell lines. Regression. Given two drug SMILES strings and cell line genomic features, predict the synergy score measuring deviation from expected non-interaction effect. Drug 1: CC12CCC3C(C1CCC2=O)CC(=C)C4=CC(=O)C=CC34C. Drug 2: CC12CCC3C(C1CCC2O)C(CC4=C3C=CC(=C4)O)CCCCCCCCCS(=O)CCCC(C(F)(F)F)(F)F. Cell line: HCT-15. Synergy scores: CSS=23.5, Synergy_ZIP=-0.913, Synergy_Bliss=-1.34, Synergy_Loewe=-2.47, Synergy_HSA=-1.04.